Binary Classification. Given a T-cell receptor sequence (or CDR3 region) and an epitope sequence, predict whether binding occurs between them. From a dataset of TCR-epitope binding with 47,182 pairs between 192 epitopes and 23,139 TCRs. (1) The TCR CDR3 sequence is CASSYGGVYGYTF. Result: 1 (the TCR binds to the epitope). The epitope is YLNTLTLAV. (2) The epitope is CTELKLSDY. Result: 1 (the TCR binds to the epitope). The TCR CDR3 sequence is CASSYSGDEKLFF. (3) Result: 1 (the TCR binds to the epitope). The TCR CDR3 sequence is CASSLGWGGLEQYF. The epitope is YFPLQSYGF. (4) The epitope is LPPIVAKEI. The TCR CDR3 sequence is CASSKKADQWEKLFF. Result: 0 (the TCR does not bind to the epitope). (5) The epitope is SQASSRSSSR. The TCR CDR3 sequence is CASSITGSSNQPQHF. Result: 1 (the TCR binds to the epitope). (6) The epitope is NEGVKAAW. The TCR CDR3 sequence is CSARENWDLSTDTQYF. Result: 0 (the TCR does not bind to the epitope). (7) The epitope is KLFIRQEEV. The TCR CDR3 sequence is CASSQDRGERSTDTQYF. Result: 1 (the TCR binds to the epitope). (8) The TCR CDR3 sequence is CASSDSSTDTQYF. The epitope is AVFDRKSDAK. Result: 1 (the TCR binds to the epitope). (9) The epitope is FTISVTTEIL. The TCR CDR3 sequence is CASSFRAPFDSPLHF. Result: 0 (the TCR does not bind to the epitope).